From a dataset of Full USPTO retrosynthesis dataset with 1.9M reactions from patents (1976-2016). Predict the reactants needed to synthesize the given product. (1) Given the product [CH2:1]([O:8][C:9]([NH:11][C@H:12]1[C@H:18]([OH:19])[C@@H:17]([OH:20])[C@H:16]([CH2:21][O:22][C:23]([C:24]2[CH:29]=[CH:28][CH:27]=[CH:26][CH:25]=2)([C:36]2[CH:37]=[CH:38][CH:39]=[CH:40][CH:41]=2)[C:30]2[CH:31]=[CH:32][CH:33]=[CH:34][CH:35]=2)[O:15][CH:13]1[OH:14])=[O:10])[C:2]1[CH:7]=[CH:6][CH:5]=[CH:4][CH:3]=1, predict the reactants needed to synthesize it. The reactants are: [CH2:1]([O:8][C:9]([NH:11][C@H:12]1[C@H:18]([OH:19])[C@@H:17]([OH:20])[C@H:16]([CH2:21][OH:22])[O:15][CH:13]1[OH:14])=[O:10])[C:2]1[CH:7]=[CH:6][CH:5]=[CH:4][CH:3]=1.[C:23](Cl)([C:36]1[CH:41]=[CH:40][CH:39]=[CH:38][CH:37]=1)([C:30]1[CH:35]=[CH:34][CH:33]=[CH:32][CH:31]=1)[C:24]1[CH:29]=[CH:28][CH:27]=[CH:26][CH:25]=1. (2) The reactants are: [C:1]([O:5][CH:6]([C:10]1[C:11]([CH:29]([CH3:31])[CH3:30])=[N:12][C:13]2[C:14]([CH3:28])([CH3:27])[CH2:15][NH:16][CH2:17][C:18]=2[C:19]=1[C:20]1[CH:25]=[CH:24][C:23]([F:26])=[CH:22][CH:21]=1)[C:7]([OH:9])=[O:8])([CH3:4])([CH3:3])[CH3:2].CCN(CC)CC.[NH:39]1[C:47]2[C:42](=[CH:43][CH:44]=[CH:45][CH:46]=2)[C:41]([C:48](=[O:52])[C:49](Cl)=[O:50])=[CH:40]1.CO. Given the product [NH:39]1[C:47]2[C:42](=[CH:43][CH:44]=[CH:45][CH:46]=2)[C:41]([C:48](=[O:52])[C:49]([N:16]2[CH2:15][C:14]([CH3:28])([CH3:27])[C:13]3[N:12]=[C:11]([CH:29]([CH3:31])[CH3:30])[C:10]([CH:6]([O:5][C:1]([CH3:4])([CH3:3])[CH3:2])[C:7]([OH:9])=[O:8])=[C:19]([C:20]4[CH:21]=[CH:22][C:23]([F:26])=[CH:24][CH:25]=4)[C:18]=3[CH2:17]2)=[O:50])=[CH:40]1, predict the reactants needed to synthesize it. (3) Given the product [CH3:34][O:33][C:30]1[CH:31]=[CH:32][C:27]([C:26]([NH:1][C:2]2[CH:3]=[CH:4][C:5]([CH3:25])=[C:6]([NH:7][C:8]3[CH:13]=[C:12]([C:14]([F:16])([F:17])[F:15])[N:11]=[C:10]([C:18]4[CH:23]=[CH:22][N:21]=[CH:20][CH:19]=4)[N:9]=3)[CH:24]=2)=[O:35])=[CH:28][CH:29]=1, predict the reactants needed to synthesize it. The reactants are: [NH2:1][C:2]1[CH:3]=[CH:4][C:5]([CH3:25])=[C:6]([CH:24]=1)[NH:7][C:8]1[CH:13]=[C:12]([C:14]([F:17])([F:16])[F:15])[N:11]=[C:10]([C:18]2[CH:23]=[CH:22][N:21]=[CH:20][CH:19]=2)[N:9]=1.[C:26](Cl)(=[O:35])[C:27]1[CH:32]=[CH:31][C:30]([O:33][CH3:34])=[CH:29][CH:28]=1. (4) Given the product [CH3:1][O:2][C:3]([C:5]1[S:9][C:8]([N:10]2[CH2:11][CH2:12][N:13]([S:25]([C:22]3[CH:21]=[CH:20][C:19]([C:16](=[O:18])[CH3:17])=[CH:24][CH:23]=3)(=[O:27])=[O:26])[CH2:14][CH2:15]2)=[N:7][CH:6]=1)=[O:4], predict the reactants needed to synthesize it. The reactants are: [CH3:1][O:2][C:3]([C:5]1[S:9][C:8]([N:10]2[CH2:15][CH2:14][NH:13][CH2:12][CH2:11]2)=[N:7][CH:6]=1)=[O:4].[C:16]([C:19]1[CH:24]=[CH:23][C:22]([S:25](Cl)(=[O:27])=[O:26])=[CH:21][CH:20]=1)(=[O:18])[CH3:17].C(N(CC)CC)C.O. (5) Given the product [F:76][CH:63]([F:62])[O:64][C@H:65]([CH3:75])[C@H:66]([NH:70][C:71]([O:73][CH3:74])=[O:72])[C:67]([N:13]1[C@@H:17]([CH3:18])[CH2:16][CH2:15][C@H:14]1[C:19]1[NH:23][C:22]2[C:24]3[C:29]([CH:30]=[CH:31][C:21]=2[N:20]=1)=[CH:28][C:27]1[C:32]2[C:37]([CH2:38][O:39][C:26]=1[CH:25]=3)=[CH:36][C:35]([C:40]1[NH:44][C:43]([C@@H:45]3[CH2:49][CH2:48][C@H:47]([CH3:50])[N:46]3[C:51](=[O:61])[C@@H:52]([NH:56][C:57](=[O:60])[O:58][CH3:59])[CH:53]([CH3:54])[CH3:55])=[N:42][CH:41]=1)=[CH:34][CH:33]=2)=[O:69], predict the reactants needed to synthesize it. The reactants are: COC(N[C@H](C([N:13]1[C@@H:17]([CH3:18])[CH2:16][CH2:15][C@H:14]1[C:19]1[NH:23][C:22]2[C:24]3[C:29]([CH:30]=[CH:31][C:21]=2[N:20]=1)=[CH:28][C:27]1[C:32]2[C:37]([CH2:38][O:39][C:26]=1[CH:25]=3)=[CH:36][C:35]([C:40]1[NH:44][C:43]([C@@H:45]3[CH2:49][CH2:48][C@H:47]([CH3:50])[N:46]3[C:51](=[O:61])[C@@H:52]([NH:56][C:57](=[O:60])[O:58][CH3:59])[CH:53]([CH3:55])[CH3:54])=[N:42][CH:41]=1)=[CH:34][CH:33]=2)=O)[C@@H](C)OC)=O.[F:62][CH:63]([F:76])[O:64][C@H:65]([CH3:75])[C@H:66]([NH:70][C:71]([O:73][CH3:74])=[O:72])[C:67]([OH:69])=O. (6) Given the product [Br:1][C:2]1[CH:3]=[CH:4][C:5]([C@@H:8]2[CH2:12][C@H:9]2[CH2:10][OH:11])=[CH:6][CH:7]=1, predict the reactants needed to synthesize it. The reactants are: [Br:1][C:2]1[CH:7]=[CH:6][C:5](/[CH:8]=[CH:9]/[CH2:10][OH:11])=[CH:4][CH:3]=1.[C:12]1(C=CCO)C=CC=CC=1.N. (7) The reactants are: C([NH:9][C:10]([NH:12][C:13]1[CH:18]=[CH:17][CH:16]=[C:15]([C:19]2[N:20]([CH3:25])[C:21]([CH3:24])=[N:22][CH:23]=2)[CH:14]=1)=[S:11])(=O)C1C=CC=CC=1.[OH-].[Na+].Cl. Given the product [CH3:24][C:21]1[N:20]([CH3:25])[C:19]([C:15]2[CH:14]=[C:13]([NH:12][C:10]([NH2:9])=[S:11])[CH:18]=[CH:17][CH:16]=2)=[CH:23][N:22]=1, predict the reactants needed to synthesize it. (8) Given the product [CH3:11][CH:10]([CH2:9][NH:8][C:1]([O:3][C:4]([CH3:5])([CH3:7])[CH3:6])=[O:2])[C:15]([NH2:16])=[O:32], predict the reactants needed to synthesize it. The reactants are: [C:1]([NH:8][CH2:9][CH2:10][C:11](O)=O)([O:3][C:4]([CH3:7])([CH3:6])[CH3:5])=[O:2].Cl.[CH3:15][NH2:16].CCN=C=NCCCN(C)C.CN(C=[O:32])C. (9) Given the product [CH2:22]([O:14][C:13]([C:11]1[CH:10]=[C:9]([CH3:16])[N:8]=[C:7]([Cl:6])[CH:12]=1)=[O:15])[CH3:23], predict the reactants needed to synthesize it. The reactants are: OS(O)(=O)=O.[Cl:6][C:7]1[CH:12]=[C:11]([C:13]([OH:15])=[O:14])[CH:10]=[C:9]([CH3:16])[N:8]=1.C([O-])(O)=O.[Na+].[CH2:22](O)[CH3:23]. (10) Given the product [CH2:1]([O:8][CH2:9][C@@H:10]1[N:14]([C:15](=[O:36])[CH2:16][C:17]2[CH:22]=[CH:21][C:20]([NH:23][C:24]([NH:26][C:27]3[CH:32]=[CH:31][CH:30]=[CH:29][C:28]=3[CH3:33])=[O:25])=[C:19]([O:34][CH3:35])[CH:18]=2)[C@H:13]([CH2:37][O:38][C:39]2[CH:40]=[C:41]([CH:46]=[CH:47][CH:48]=2)[C:42]([OH:44])=[O:43])[CH2:12][CH2:11]1)[C:2]1[CH:7]=[CH:6][CH:5]=[CH:4][CH:3]=1, predict the reactants needed to synthesize it. The reactants are: [CH2:1]([O:8][CH2:9][C@@H:10]1[N:14]([C:15](=[O:36])[CH2:16][C:17]2[CH:22]=[CH:21][C:20]([NH:23][C:24]([NH:26][C:27]3[CH:32]=[CH:31][CH:30]=[CH:29][C:28]=3[CH3:33])=[O:25])=[C:19]([O:34][CH3:35])[CH:18]=2)[C@H:13]([CH2:37][O:38][C:39]2[CH:40]=[C:41]([CH:46]=[CH:47][CH:48]=2)[C:42]([O:44]C)=[O:43])[CH2:12][CH2:11]1)[C:2]1[CH:7]=[CH:6][CH:5]=[CH:4][CH:3]=1.[OH-].[Na+].Cl.